Dataset: TCR-epitope binding with 47,182 pairs between 192 epitopes and 23,139 TCRs. Task: Binary Classification. Given a T-cell receptor sequence (or CDR3 region) and an epitope sequence, predict whether binding occurs between them. (1) The epitope is FPPTSFGPL. The TCR CDR3 sequence is CASSQGGDNEQFF. Result: 1 (the TCR binds to the epitope). (2) The epitope is YLQPRTFLL. The TCR CDR3 sequence is CSVDSGMNTGELFF. Result: 0 (the TCR does not bind to the epitope). (3) The epitope is LEPLVDLPI. The TCR CDR3 sequence is CAISPSGRANTGELFF. Result: 1 (the TCR binds to the epitope).